Dataset: Forward reaction prediction with 1.9M reactions from USPTO patents (1976-2016). Task: Predict the product of the given reaction. Given the reactants [OH:1][C:2]1[CH:3]=[C:4]([CH:7]=[CH:8][CH:9]=1)[CH:5]=[O:6].[Cl:10][C:11]1[CH:18]=[CH:17][CH:16]=[C:15]([Cl:19])[C:12]=1[CH2:13]Br.[H-].[Na+], predict the reaction product. The product is: [Cl:10][C:11]1[CH:18]=[CH:17][CH:16]=[C:15]([Cl:19])[C:12]=1[CH2:13][O:1][C:2]1[CH:3]=[C:4]([CH:7]=[CH:8][CH:9]=1)[CH:5]=[O:6].